From a dataset of Full USPTO retrosynthesis dataset with 1.9M reactions from patents (1976-2016). Predict the reactants needed to synthesize the given product. (1) Given the product [CH3:1][O:2][C:3]([C:5]1[C:6]([OH:28])=[C:7]2[C:12](=[C:13]([Br:29])[N:14]=1)[N:11]([CH2:15][CH:16]([CH2:17][CH3:18])[CH2:19][CH3:20])[C:10](=[O:21])[C:9]([C:22]1[CH:23]=[CH:24][CH:25]=[CH:26][CH:27]=1)=[CH:8]2)=[O:4], predict the reactants needed to synthesize it. The reactants are: [CH3:1][O:2][C:3]([C:5]1[C:6]([OH:28])=[C:7]2[C:12](=[CH:13][N:14]=1)[N:11]([CH2:15][CH:16]([CH2:19][CH3:20])[CH2:17][CH3:18])[C:10](=[O:21])[C:9]([C:22]1[CH:27]=[CH:26][CH:25]=[CH:24][CH:23]=1)=[CH:8]2)=[O:4].[Br:29]N1C(=O)CCC1=O. (2) Given the product [Br:1][C:2]1[CH:11]=[C:10]2[C:5]([C:6]([S:12][C:14]3([C:18]([O:20][CH2:21][CH3:22])=[O:19])[CH2:17][CH2:16][CH2:15]3)=[CH:7][CH:8]=[N:9]2)=[CH:4][CH:3]=1, predict the reactants needed to synthesize it. The reactants are: [Br:1][C:2]1[CH:11]=[C:10]2[C:5]([C:6]([SH:12])=[CH:7][CH:8]=[N:9]2)=[CH:4][CH:3]=1.Br[C:14]1([C:18]([O:20][CH2:21][CH3:22])=[O:19])[CH2:17][CH2:16][CH2:15]1.C(=O)([O-])[O-].[Cs+].[Cs+].CN(C)C=O. (3) Given the product [CH2:13]([O:15][C:3]1[CH:4]=[CH:5][C:6]([N+:10]([O-:12])=[O:11])=[C:7]([CH:9]=1)[NH2:8])[CH3:14], predict the reactants needed to synthesize it. The reactants are: [Na].Cl[C:3]1[CH:4]=[CH:5][C:6]([N+:10]([O-:12])=[O:11])=[C:7]([CH:9]=1)[NH2:8].[CH2:13]([OH:15])[CH3:14]. (4) Given the product [C:25]([O:24][C:22](=[O:23])[NH:21][C:9]1[CH:8]=[C:7]([N:31]2[CH2:36][CH2:35][O:34][CH2:33][CH2:32]2)[CH:12]=[C:11]([CH2:13][O:14][CH:15]2[CH2:20][CH2:19][CH2:18][CH2:17][O:16]2)[N:10]=1)([CH3:28])([CH3:27])[CH3:26], predict the reactants needed to synthesize it. The reactants are: FC(F)(F)S(O[C:7]1[CH:12]=[C:11]([CH2:13][O:14][CH:15]2[CH2:20][CH2:19][CH2:18][CH2:17][O:16]2)[N:10]=[C:9]([NH:21][C:22]([O:24][C:25]([CH3:28])([CH3:27])[CH3:26])=[O:23])[CH:8]=1)(=O)=O.[NH:31]1[CH2:36][CH2:35][O:34][CH2:33][CH2:32]1.C(=O)([O-])O.[Na+]. (5) Given the product [I:35][C:2]1[CH:3]=[CH:4][C:5]2[O:9][C:8]3[CH:10]=[C:11]([S:14]([NH:17][C@@H:18]([CH:26]([CH3:28])[CH3:27])[C:19]([O:21][C:22]([CH3:25])([CH3:24])[CH3:23])=[O:20])(=[O:16])=[O:15])[CH:12]=[CH:13][C:7]=3[C:6]=2[CH:29]=1, predict the reactants needed to synthesize it. The reactants are: N[C:2]1[CH:3]=[CH:4][C:5]2[O:9][C:8]3[CH:10]=[C:11]([S:14]([NH:17][C@@H:18]([CH:26]([CH3:28])[CH3:27])[C:19]([O:21][C:22]([CH3:25])([CH3:24])[CH3:23])=[O:20])(=[O:16])=[O:15])[CH:12]=[CH:13][C:7]=3[C:6]=2[CH:29]=1.Cl.N([O-])=O.[Na+].[I-:35].[Na+]. (6) Given the product [N:35]1([CH2:31][C:29]2[C:28]([CH3:33])=[N:27][N:26]([C:24]3[CH:23]=[CH:22][N:21]=[C:20]([NH:19][C:4]4[C:3]([O:2][CH3:1])=[CH:8][C:7]([C:9]5[CH2:10][CH2:11][N:12]([CH3:15])[CH2:13][CH:14]=5)=[C:6]([NH:16][C:3](=[O:2])[CH:4]=[CH2:5])[CH:5]=4)[N:25]=3)[CH:30]=2)[CH2:38][CH2:37][CH2:36]1, predict the reactants needed to synthesize it. The reactants are: [CH3:1][O:2][C:3]1[CH:8]=[C:7]([C:9]2[CH2:10][CH2:11][N:12]([CH3:15])[CH2:13][CH:14]=2)[C:6]([N+:16]([O-])=O)=[CH:5][C:4]=1[NH:19][C:20]1[N:25]=[C:24]([N:26]2[CH:30]=[C:29]([CH:31]=O)[C:28]([CH3:33])=[N:27]2)[CH:23]=[CH:22][N:21]=1.Cl.[NH:35]1[CH2:38][CH2:37][CH2:36]1. (7) Given the product [CH:8]([C:7]1[C:2]([NH:1][C:19](=[O:20])[C:18]([CH3:29])([CH3:28])[CH3:17])=[N:3][CH:4]=[CH:5][CH:6]=1)=[O:9], predict the reactants needed to synthesize it. The reactants are: [NH2:1][C:2]1[C:7]([CH:8]=[O:9])=[CH:6][CH:5]=[CH:4][N:3]=1.CCN(CC)CC.[CH3:17][C:18]([CH3:29])([CH3:28])[C:19]([CH2:17][C:18]([CH3:29])([CH3:28])[C:19](Cl)=[O:20])=[O:20].